From a dataset of Catalyst prediction with 721,799 reactions and 888 catalyst types from USPTO. Predict which catalyst facilitates the given reaction. Reactant: [F:1][C:2]([F:26])([F:25])[C:3]([F:24])([C:20]([F:23])([F:22])[F:21])[CH2:4][CH:5]([CH2:17][CH2:18]I)[CH2:6][C:7]([F:16])([C:12]([F:15])([F:14])[F:13])[C:8]([F:11])([F:10])[F:9].C(O)C.NC(N)=[S:32].[OH-].[Na+]. Product: [F:16][C:7]([C:12]([F:15])([F:14])[F:13])([C:8]([F:11])([F:10])[F:9])[CH2:6][CH:5]([CH2:4][C:3]([F:24])([C:20]([F:23])([F:22])[F:21])[C:2]([F:26])([F:25])[F:1])[CH2:17][CH2:18][SH:32]. The catalyst class is: 6.